The task is: Predict the product of the given reaction.. This data is from Forward reaction prediction with 1.9M reactions from USPTO patents (1976-2016). Given the reactants [CH3:1][O:2][C:3]([C:5]1[S:6][C:7]([Br:14])=[CH:8][C:9]=1[NH:10][CH:11]([CH3:13])[CH3:12])=[O:4].N1C=CC=CC=1.[CH3:21][C@H:22]1[CH2:27][CH2:26][C@H:25]([C:28](Cl)=[O:29])[CH2:24][CH2:23]1, predict the reaction product. The product is: [CH3:1][O:2][C:3]([C:5]1[S:6][C:7]([Br:14])=[CH:8][C:9]=1[N:10]([CH:11]([CH3:12])[CH3:13])[C:28]([C@H:25]1[CH2:26][CH2:27][C@H:22]([CH3:21])[CH2:23][CH2:24]1)=[O:29])=[O:4].